This data is from Full USPTO retrosynthesis dataset with 1.9M reactions from patents (1976-2016). The task is: Predict the reactants needed to synthesize the given product. (1) Given the product [CH3:18][O:17][CH2:16][C:15](=[O:19])[C:6]#[C:5][Si:2]([CH3:4])([CH3:3])[CH3:1], predict the reactants needed to synthesize it. The reactants are: [CH3:1][Si:2]([C:5]#[CH:6])([CH3:4])[CH3:3].[Li]CCCC.CON(C)[C:15](=[O:19])[CH2:16][O:17][CH3:18]. (2) Given the product [N:28]1([CH2:27][C:13]2[CH:14]=[C:15]([NH:17][C:18]3[S:19][C:20]4[C:25]([N:26]=3)=[CH:24][CH:23]=[CH:22][N:21]=4)[N:16]=[C:11]([NH:34][C:35]3[CH:36]=[CH:37][C:38]([CH2:41][CH2:42][C:43]([OH:45])=[O:44])=[CH:39][CH:40]=3)[N:12]=2)[CH2:33][CH2:32][CH2:31][CH2:30][CH2:29]1, predict the reactants needed to synthesize it. The reactants are: C1(CS([C:11]2[N:16]=[C:15]([NH:17][C:18]3[S:19][C:20]4[C:25]([N:26]=3)=[CH:24][CH:23]=[CH:22][N:21]=4)[CH:14]=[C:13]([CH2:27][N:28]3[CH2:33][CH2:32][CH2:31][CH2:30][CH2:29]3)[N:12]=2)(=O)=O)C=CC=CC=1.[NH2:34][C:35]1[CH:40]=[CH:39][C:38]([CH2:41][CH2:42][C:43]([OH:45])=[O:44])=[CH:37][CH:36]=1. (3) Given the product [F:21][C:22]1[CH:27]=[C:26]([C:2]2[N:7]=[CH:6][C:5]3[C:8]([CH3:14])([CH3:13])[C:9](=[O:12])[N:10]([CH3:11])[C:4]=3[CH:3]=2)[CH:25]=[CH:24][N:23]=1, predict the reactants needed to synthesize it. The reactants are: Cl[C:2]1[N:7]=[CH:6][C:5]2[C:8]([CH3:14])([CH3:13])[C:9](=[O:12])[N:10]([CH3:11])[C:4]=2[CH:3]=1.C(=O)([O-])[O-].[Na+].[Na+].[F:21][C:22]1[CH:27]=[C:26](B2OC(C)(C)C(C)(C)O2)[CH:25]=[CH:24][N:23]=1. (4) The reactants are: [C:1]1([P:7](=[O:10])([OH:9])[OH:8])[CH:6]=[CH:5][CH:4]=[CH:3][CH:2]=1.[OH-].[Mg+2:12].[OH-]. Given the product [C:1]1([P:7](=[O:8])([O-:10])[O-:9])[CH:6]=[CH:5][CH:4]=[CH:3][CH:2]=1.[Mg+2:12], predict the reactants needed to synthesize it. (5) Given the product [C:16]1([CH:7]([C:1]2[CH:2]=[CH:3][CH:4]=[CH:5][CH:6]=2)[C:8]2[CH:15]=[CH:14][C:11]([C:12]([OH:26])=[O:13])=[CH:10][CH:9]=2)[CH:17]=[CH:18][CH:19]=[CH:20][CH:21]=1, predict the reactants needed to synthesize it. The reactants are: [C:1]1([CH:7]([C:16]2[CH:21]=[CH:20][CH:19]=[CH:18][CH:17]=2)[C:8]2[CH:15]=[CH:14][C:11]([CH:12]=[O:13])=[CH:10][CH:9]=2)[CH:6]=[CH:5][CH:4]=[CH:3][CH:2]=1.C([OH:26])CCC.[O-]Cl=O.[Na+].